Dataset: Forward reaction prediction with 1.9M reactions from USPTO patents (1976-2016). Task: Predict the product of the given reaction. (1) Given the reactants O[C:2]1([CH2:8][CH:9]([NH:20][S:21]([C:24]2[CH:29]=[CH:28][C:27]([CH3:30])=[CH:26][CH:25]=2)(=[O:23])=[O:22])[CH2:10][N:11]([CH3:19])[C:12](=[O:18])[O:13][C:14]([CH3:17])([CH3:16])[CH3:15])[CH2:7][CH2:6][CH2:5][CH2:4][CH2:3]1.CN(S(F)(F)[F:35])C.O, predict the reaction product. The product is: [F:35][C:2]1([CH2:8][CH:9]([NH:20][S:21]([C:24]2[CH:29]=[CH:28][C:27]([CH3:30])=[CH:26][CH:25]=2)(=[O:23])=[O:22])[CH2:10][N:11]([CH3:19])[C:12](=[O:18])[O:13][C:14]([CH3:17])([CH3:16])[CH3:15])[CH2:7][CH2:6][CH2:5][CH2:4][CH2:3]1. (2) Given the reactants Cl.Cl.[NH2:3][CH2:4][C:5]1[CH:10]=[CH:9][N:8]=[C:7]([N:11]2[C:15](=[O:16])[C:14]([C:17]3[CH:18]=[N:19][CH:20]=[CH:21][CH:22]=3)=[CH:13][NH:12]2)[CH:6]=1.C(N(CC)CC)C.[C:30]([Cl:38])(=[O:37])[C:31]1[CH:36]=[CH:35][CH:34]=[CH:33][CH:32]=1, predict the reaction product. The product is: [ClH:38].[O:16]=[C:15]1[N:11]([C:7]2[CH:6]=[C:5]([CH2:4][NH:3][C:30](=[O:37])[C:31]3[CH:36]=[CH:35][CH:34]=[CH:33][CH:32]=3)[CH:10]=[CH:9][N:8]=2)[NH:12][CH:13]=[C:14]1[C:17]1[CH:18]=[N:19][CH:20]=[CH:21][CH:22]=1.